From a dataset of Forward reaction prediction with 1.9M reactions from USPTO patents (1976-2016). Predict the product of the given reaction. (1) Given the reactants [CH3:1][C:2]1[CH:3]=[C:4]([SH:9])[CH:5]=[C:6]([CH3:8])[CH:7]=1.Cl[N:11]1[C:15](=[O:16])[CH2:14][CH2:13][C:12]1=[O:17].C(N(CC)CC)C.Cl, predict the reaction product. The product is: [CH3:1][C:2]1[CH:3]=[C:4]([S:9][N:11]2[C:15](=[O:16])[CH2:14][CH2:13][C:12]2=[O:17])[CH:5]=[C:6]([CH3:8])[CH:7]=1. (2) Given the reactants [CH2:1]([O:8][CH2:9][C:10]([OH:12])=O)[C:2]1[CH:7]=[CH:6][CH:5]=[CH:4][CH:3]=1.C(N1C=CN=C1)(N1C=CN=C1)=O.[Cl:25][C:26]1[CH:31]=[CH:30][C:29]([S:32]([N:35]([CH2:44][C:45]2[CH:54]=[CH:53][C:48]([C:49]([NH:51]O)=[NH:50])=[CH:47][CH:46]=2)[CH:36]2[CH2:42][CH2:41][CH2:40][CH2:39][NH:38][C:37]2=[O:43])(=[O:34])=[O:33])=[CH:28][CH:27]=1.O, predict the reaction product. The product is: [CH2:1]([O:8][CH2:9][C:10]1[O:12][N:50]=[C:49]([C:48]2[CH:53]=[CH:54][C:45]([CH2:44][N:35]([CH:36]3[CH2:42][CH2:41][CH2:40][CH2:39][NH:38][C:37]3=[O:43])[S:32]([C:29]3[CH:28]=[CH:27][C:26]([Cl:25])=[CH:31][CH:30]=3)(=[O:34])=[O:33])=[CH:46][CH:47]=2)[N:51]=1)[C:2]1[CH:3]=[CH:4][CH:5]=[CH:6][CH:7]=1. (3) The product is: [Br:14][C:10]1[CH:11]=[C:12]2[C:7](=[CH:8][CH:9]=1)[CH2:6][C:5]([CH2:4][CH2:3][OH:2])=[CH:13]2. Given the reactants C[O:2][C:3](=O)[CH2:4][C:5]1[CH2:6][C:7]2[C:12]([CH:13]=1)=[CH:11][C:10]([Br:14])=[CH:9][CH:8]=2.[H-].[Al+3].[Li+].[H-].[H-].[H-].S([O-])([O-])(=O)=O.[Na+].[Na+], predict the reaction product.